This data is from NCI-60 drug combinations with 297,098 pairs across 59 cell lines. The task is: Regression. Given two drug SMILES strings and cell line genomic features, predict the synergy score measuring deviation from expected non-interaction effect. Cell line: NCI-H226. Drug 1: C1CC(=O)NC(=O)C1N2CC3=C(C2=O)C=CC=C3N. Drug 2: CC1C(C(CC(O1)OC2CC(CC3=C2C(=C4C(=C3O)C(=O)C5=C(C4=O)C(=CC=C5)OC)O)(C(=O)C)O)N)O.Cl. Synergy scores: CSS=14.0, Synergy_ZIP=-3.06, Synergy_Bliss=0.370, Synergy_Loewe=-15.5, Synergy_HSA=0.0375.